From a dataset of Full USPTO retrosynthesis dataset with 1.9M reactions from patents (1976-2016). Predict the reactants needed to synthesize the given product. (1) Given the product [F:13][C:14]([F:27])([F:26])[S:15]([O:1][C:2]1[C:3]([C:8]([O:10][CH2:11][CH3:12])=[O:9])=[N:4][CH:5]=[CH:6][CH:7]=1)(=[O:17])=[O:16], predict the reactants needed to synthesize it. The reactants are: [OH:1][C:2]1[C:3]([C:8]([O:10][CH2:11][CH3:12])=[O:9])=[N:4][CH:5]=[CH:6][CH:7]=1.[F:13][C:14]([F:27])([F:26])[S:15](O[S:15]([C:14]([F:27])([F:26])[F:13])(=[O:17])=[O:16])(=[O:17])=[O:16].O. (2) Given the product [CH:12]12[CH2:14][CH2:15][CH:9]([NH:8][CH2:13]1)[C:10](=[O:16])[NH:11]2, predict the reactants needed to synthesize it. The reactants are: C([N:8]1[CH2:13][CH:12]2[CH2:14][CH2:15][CH:9]1[C:10](=[O:16])[NH:11]2)C1C=CC=CC=1.